From a dataset of Reaction yield outcomes from USPTO patents with 853,638 reactions. Predict the reaction yield, written as a fraction of the theoretical maximum amount of product (1.0 means a 100% yield; for example, 0.34 means a 34% yield). (1) The reactants are [F:1][C:2]1[CH:10]=[CH:9][CH:8]=[C:7]([F:11])[C:3]=1[C:4](Cl)=[O:5].[F:12][C:13]([F:31])([F:30])[C:14]1[C:15]([C:23]2[CH:24]=[CH:25][C:26]([NH2:29])=[N:27][CH:28]=2)=[CH:16][C:17]2[C:18]([CH:22]=1)=[N:19][S:20][N:21]=2.CCN(C(C)C)C(C)C. The catalyst is CN(C1C=CN=CC=1)C.ClCCl.O1CCCC1.CO.[OH-].[Li+]. The product is [F:1][C:2]1[CH:10]=[CH:9][CH:8]=[C:7]([F:11])[C:3]=1[C:4]([NH:29][C:26]1[CH:25]=[CH:24][C:23]([C:15]2[C:14]([C:13]([F:31])([F:30])[F:12])=[CH:22][C:18]3=[N:19][S:20][N:21]=[C:17]3[CH:16]=2)=[CH:28][N:27]=1)=[O:5]. The yield is 0.760. (2) The reactants are [CH3:1][O:2][C:3]1[CH:4]=[C:5]([CH:21]=[CH:22][C:23]=1[O:24][CH2:25][C:26]1[N:27]=[C:28]([C:32]2[CH:37]=[CH:36][CH:35]=[CH:34][CH:33]=2)[O:29][C:30]=1[CH3:31])[CH2:6][O:7][C:8]1[C:12]([CH:13]=O)=[CH:11][N:10]([C:15]2[CH:20]=[CH:19][CH:18]=[CH:17][CH:16]=2)[N:9]=1.C(OP([CH2:46][C:47]([O:49][CH2:50][CH3:51])=[O:48])(OCC)=O)C.CN(C)C=O.[H-].[Na+]. The catalyst is O. The product is [CH3:1][O:2][C:3]1[CH:4]=[C:5]([CH:21]=[CH:22][C:23]=1[O:24][CH2:25][C:26]1[N:27]=[C:28]([C:32]2[CH:37]=[CH:36][CH:35]=[CH:34][CH:33]=2)[O:29][C:30]=1[CH3:31])[CH2:6][O:7][C:8]1[C:12](/[CH:13]=[CH:46]/[C:47]([O:49][CH2:50][CH3:51])=[O:48])=[CH:11][N:10]([C:15]2[CH:16]=[CH:17][CH:18]=[CH:19][CH:20]=2)[N:9]=1. The yield is 0.950. (3) The reactants are [C:1]([O:5][C:6](=[O:32])[CH2:7][C@@H:8]([C:16]1[O:20][N:19]=[C:18]([CH3:21])[C:17]=1[C:22]1[CH:30]=[CH:29][C:28]([Cl:31])=[CH:27][C:23]=1[C:24]([O-:26])=[O:25])[NH:9][S@](C(C)(C)C)=O)([CH3:4])([CH3:3])[CH3:2].Cl.O1CCOC[CH2:35]1. The catalyst is CO. The product is [NH2:9][C@H:8]([C:16]1[O:20][N:19]=[C:18]([CH3:21])[C:17]=1[C:22]1[CH:30]=[CH:29][C:28]([Cl:31])=[CH:27][C:23]=1[C:24]([O:26][CH3:35])=[O:25])[CH2:7][C:6]([O:5][C:1]([CH3:4])([CH3:3])[CH3:2])=[O:32]. The yield is 1.00. (4) The reactants are [O-]CC.[Na+].[C:5]([O:12][CH2:13][CH3:14])(=[O:11])[C:6]([O:8]CC)=O.[F:15][C:16]1[CH:17]=[C:18]([C:22](=[O:24])[CH3:23])[CH:19]=[CH:20][CH:21]=1. The catalyst is C(O)C. The product is [F:15][C:16]1[CH:17]=[C:18]([C:22](=[O:24])[CH2:23][C:6](=[O:8])[C:5]([O:12][CH2:13][CH3:14])=[O:11])[CH:19]=[CH:20][CH:21]=1. The yield is 0.730. (5) The reactants are C[Si]([N-:5][Si](C)(C)C)(C)C.[Li+].C1COCC1.[C:16]([C:18]1[CH:45]=[CH:44][C:21]([C:22]([NH:24][C:25]2[CH:30]=[C:29]([C:31]3[S:32][CH:33]=[CH:34][CH:35]=3)[CH:28]=[CH:27][C:26]=2[NH:36][C:37](=[O:43])[O:38][C:39]([CH3:42])([CH3:41])[CH3:40])=[O:23])=[CH:20][N:19]=1)#[N:17].Cl. No catalyst specified. The product is [C:16]([C:18]1[CH:45]=[CH:44][C:21]([C:22]([NH:24][C:25]2[CH:30]=[C:29]([C:31]3[S:32][CH:33]=[CH:34][CH:35]=3)[CH:28]=[CH:27][C:26]=2[NH:36][C:37](=[O:43])[O:38][C:39]([CH3:41])([CH3:42])[CH3:40])=[O:23])=[CH:20][N:19]=1)(=[NH:5])[NH2:17]. The yield is 0.480.